Dataset: Full USPTO retrosynthesis dataset with 1.9M reactions from patents (1976-2016). Task: Predict the reactants needed to synthesize the given product. Given the product [CH2:1]([O:8][C:9]([N:11]1[CH2:16][CH2:15][CH:14]([O:17][S:26]([CH3:25])(=[O:28])=[O:27])[CH:13]([O:18][S:26]([CH3:25])(=[O:28])=[O:27])[CH2:12]1)=[O:10])[C:2]1[CH:3]=[CH:4][CH:5]=[CH:6][CH:7]=1, predict the reactants needed to synthesize it. The reactants are: [CH2:1]([O:8][C:9]([N:11]1[CH2:16][CH2:15][CH:14]([OH:17])[CH:13]([OH:18])[CH2:12]1)=[O:10])[C:2]1[CH:7]=[CH:6][CH:5]=[CH:4][CH:3]=1.N1C=CC=CC=1.[CH3:25][S:26](Cl)(=[O:28])=[O:27].